From a dataset of Drug-target binding data from BindingDB using IC50 measurements. Regression. Given a target protein amino acid sequence and a drug SMILES string, predict the binding affinity score between them. We predict pIC50 (pIC50 = -log10(IC50 in M); higher means more potent). Dataset: bindingdb_ic50. (1) The small molecule is O=C(O)[C@H]1/C(=C/CO)O[C@@H]2CC(=O)N21. The target protein sequence is MRFIHALLLAGIAHSAYASEKLTFKTDLEKLEREKAAQIGVAIVDPQGEIVAGHRMAQRFAMCSTFKFPLAALVFERIDSGTERGDRKLSYGPDMIVKWSPATERFLASGHMTVLEAAQAAVQLSDNGATNLLLREIGGPAAMTQYFRKIGDSVSRLDRKEPEMNDNTPGDLRDTTTPIAMARTVAKVLYGGALTSTSTHTIERWLIGNQTGDATLRAGFPKDWVVGEKTGTCANGGRNDIGFFKAQERDYAVAVYTTAPKLSAVERDELVASVGQVITQLILSTDK. The pIC50 is 7.0. (2) The compound is O=C1C=CC(=O)c2c(O)ccc(O)c21. The target protein sequence is MSNKCDVVVVGGGISGMAAAKLLHDSGLNVVVLEARDHVGGRTYTLRNQKVKYVDLGGSYVGPTQNRILRLAKELGLETYKVNEVERLIHHVKGKSYPFRGPFPPVWNPITYLDHNNFWRTMDDMGREIQSDAPWKAPLAEEWDNMTMKELLDKLCWTESAKQLATLFVNLCVTAETHEVSALWFLWYVKQCGGTTRIISTTNGGQERKFVGGSGQVSERIMDLLGDRVKLERPVIYIDQTRENVLVETLNHEMYEAKYVISAIPPTLGMKIHFNPPLPMMRNQMITRVPLGSVIKCIVYYKEPFWRKKDYCGTMIIDGEEAPVAYTLDDTKPEGNYAAIMGFILAHKARKLARLTKEERLKKLCELYAKVLGSLEALEPVHYEEKNWCEEQYSGGCYTTYFPPGILTQYGRVLRQPVDRIYFAGTETATHWSGYMEGAVEAGERAAREILHAMGKIPEDEIWQSEPESVDVPAQPITTTFLERHLPSVPGLLRLIGLTT.... The pIC50 is 6.1. (3) The small molecule is CC[C@@]1(O)CCCN(S(=O)(=O)c2ccc(OCc3ccc(F)cc3)cc2)[C@H]1C(=O)NO. The target protein (Q9Z1K9) has sequence MRQRLLFLTTLVPFVLAPRPPEEPGSGSHLRLEKLDSLLSDYDILSLSNIQQHSIRKRDLQSATHLETLLTFSALKRHFKLYLTSSTERFSQNLRVVVVDGKEESEYSVKWQDFFSGHVVGEPDSRVLAHIGDDDVTVRINTDGAEYNIEPLWRFVNDTKDKRMLVYKSEDIKDFSRLQSPKVCGYLNADSEELLPKGLIDREPSEEFVRRVKRRAEPNPLKNTCKLLVVADHRFYKYMGRGEESTTTNYLIELIDRVDDIYRNTSWDNAGFKGYGVQIEQIRILKSPQEVKPGERHFNMAKSFPNEEKDAWDVKMLLEQFSLDIAEEASKVCLAHLFTYQDFDMGTLGLAYVGSPRANSHGGVCPKAYYNPGVKKNIYLNSGLTSTKNYGKTILTKEADLVTTHELGHNFGAEHDPDGLAECAPNEDQGGKYVMYPIAVSGDHENNKMFSNCSKQSIYKTIESKAQECFQERSNKVCGNSRVDEGEECDPGIMYLNNDT.... The pIC50 is 7.7. (4) The compound is COc1ccc(NS(=O)(=O)c2ccc(C(=N)N)cc2)cc1. The target protein (Q8IU80) has sequence MLLLFHSKRMPVAEAPQVAGGQGDGGDGEEAEPEGMFKACEDSKRKARGYLRLVPLFVLLALLVLASAGVLLWYFLGYKAEVMVSQVYSGSLRVLNRHFSQDLTRRESSAFRSETAKAQKMLKELITSTRLGTYYNSSSVYSFGEGPLTCFFWFILQIPEHRRLMLSPEVVQALLVEELLSTVNSSAAVPYRAEYEVDPEGLVILEASVKDIAALNSTLGCYRYSYVGQGQVLRLKGPDHLASSCLWHLQGPKDLMLKLRLEWTLAECRDRLAMYDVAGPLEKRLITSVYGCSRQEPVVEVLASGAIMAVVWKKGLHSYYDPFVLSVQPVVFQACEVNLTLDNRLDSQGVLSTPYFPSYYSPQTHCSWHLTVPSLDYGLALWFDAYALRRQKYDLPCTQGQWTIQNRRLCGLRILQPYAERIPVVATAGITINFTSQISLTGPGVRVHYGLYNQSDPCPGEFLCSVNGLCVPACDGVKDCPNGLDERNCVCRATFQCKED.... The pIC50 is 3.3. (5) The compound is Cc1cn(-c2cc(C(=O)Nc3cccc(Nc4ccc5c(c4)NC(=O)/C5=C\c4ccc[nH]4)c3)cc(C(F)(F)F)c2)cn1. The target protein (P15208) has sequence MGFGRGCETTAVPLLVAVAALLVGTAGHLYPGEVCPGMDIRNNLTRLHELENCSVIEGHLQILLMFKTRPEDFRDLSFPKLIMITDYLLLFRVYGLESLKDLFPNLTVIRGSRLFFNYALVIFEMVHLKELGLYNLMNITRGSVRIEKNNELCYLATIDWSRILDSVEDNYIVLNKDDNEECGDVCPGTAKGKTNCPATVINGQFVERCWTHSHCQKVCPTICKSHGCTAEGLCCHKECLGNCSEPDDPTKCVACRNFYLDGQCVETCPPPYYHFQDWRCVNFSFCQDLHFKCRNSRKPGCHQYVIHNNKCIPECPSGYTMNSSNLMCTPCLGPCPKVCQILEGEKTIDSVTSAQELRGCTVINGSLIINIRGGNNLAAELEANLGLIEEISGFLKIRRSYALVSLSFFRKLHLIRGETLEIGNYSFYALDNQNLRQLWDWSKHNLTITQGKLFFHYNPKLCLSEIHKMEEVSGTKGRQERNDIALKTNGDQASCENELL.... The pIC50 is 5.2. (6) The pIC50 is 5.6. The target protein (P10070) has sequence METSASATASEKQEAKSGILEAAGFPDPGKKASPLVVAAAAAAAVAAQGVPQHLLPPFHAPLPIDMRHQEGRYHYEPHSVHGVHGPPALSGSPVISDISLIRLSPHPAGPGESPFNAPHPYVNPHMEHYLRSVHSSPTLSMISAARGLSPADVAQEHLKERGLFGLPAPGTTPSDYYHQMTLVAGHPAPYGDLLMQSGGAASAPHLHDYLNPVDVSRFSSPRVTPRLSRKRALSISPLSDASLDLQRMIRTSPNSLVAYINNSRSSSAASGSYGHLSAGALSPAFTFPHPINPVAYQQILSQQRGLGSAFGHTPPLIQPSPTFLAQQPMALTSINATPTQLSSSSNCLSDTNQNKQSSESAVSSTVNPVAIHKRSKVKTEPEGLRPASPLALTQGQVSGHGSCGCALPLSQEQLADLKEDLDRDDCKQEAEVVIYETNCHWEDCTKEYDTQEQLVHHINNEHIHGEKKEFVCRWQACTREQKPFKAQYMLVVHMRRHTGE.... The compound is O=C1NC(=O)c2c1c1c3ccccc3[nH]c1c1[nH]c3cc(O)c(O)cc3c21. (7) The compound is Cc1ccc(OC(=O)P(=O)([O-])[O-])cc1. The target protein (P04293) has sequence MFSGGGGPLSPGGKSAARAASGFFAPAGPRGASRGPPPCLRQNFYNPYLAPVGTQQKPTGPTQRHTYYSECDEFRFIAPRVLDEDAPPEKRAGVHDGHLKRAPKVYCGGDERDVLRVGSGGFWPRRSRLWGGVDHAPAGFNPTVTVFHVYDILENVEHAYGMRAAQFHARFMDAITPTGTVITLLGLTPEGHRVAVHVYGTRQYFYMNKEEVDRHLQCRAPRDLCERMAAALRESPGASFRGISADHFEAEVVERTDVYYYETRPALFYRVYVRSGRVLSYLCDNFCPAIKKYEGGVDATTRFILDNPGFVTFGWYRLKPGRNNTLAQPAAPMAFGTSSDVEFNCTADNLAIEGGMSDLPAYKLMCFDIECKAGGEDELAFPVAGHPEDLVIQISCLLYDLSTTALEHVLLFSLGSCDLPESHLNELAARGLPTPVVLEFDSEFEMLLAFMTLVKQYGPEFVTGYNIINFDWPFLLAKLTDIYKVPLDGYGRMNGRGVFR.... The pIC50 is 3.3. (8) The small molecule is Cc1cccc(S(=O)(=O)Nc2ccc(NC(=O)Nc3ccccc3[N+](=O)[O-])cc2)c1. The target protein (C3L5T6) has sequence MRKIGIIGGTFDPPHYGHLLIANEVYHALNLEEVWFLPNQIPPHKQGRNITSVESRLQMLELATEAEEHFSICLEELSRKGPSYTYDTMLQLTKKYPDVQFHFIIGGDMVEYLPKWYNIEALLDLVTFVGVARPGYKLRTPYPITTVEIPEFAVSSSLLRERYKEKKTCKYLLPEKVQVYIERNGLYES. The pIC50 is 3.8. (9) The drug is CCCn1c(CCc2ccc(Cl)cc2)nnc1CN1C(=O)COc2c(Cl)cc(Cl)cc21. The target protein (Q8WWX8) has sequence MESGTSSPQPPQLDPLDAFPQKGLEPGDIAVLVLYFLFVLAVGLWSTVKTKRDTVKGYFLAGGDMVWWPVGASLFASNVGSGHFIGLAGSGAATGISVSAYELNGLFSVLMLAWIFLPIYIAGQVTTMPEYLRKRFGGIRIPIILAVLYLFIYIFTKISVDMYAGAIFIQQSLHLDLYLAIVGLLAITAVYTVAGGLAAVIYTDALQTLIMLIGALTLMGYSFAAVGGMEGLKEKYFLALASNRSENSSCGLPREDAFHIFRDPLTSDLPWPGVLFGMSIPSLWYWCTDQVIVQRTLAAKNLSHAKGGALMAAYLKVLPLFIMVFPGMVSRILFPDQVACADPEICQKICSNPSGCSDIAYPKLVLELLPTGLRGLMMAVMVAALMSSLTSIFNSASTIFTMDLWNHLRPRASEKELMIVGRVFVLLLVLVSILWIPVVQASQGGQLFIYIQSISSYLQPPVAVVFIMGCFWKRTNEKGAFWGLISGLLLGLVRLVLDFI.... The pIC50 is 4.8.